Dataset: Full USPTO retrosynthesis dataset with 1.9M reactions from patents (1976-2016). Task: Predict the reactants needed to synthesize the given product. (1) Given the product [CH2:27]([O:29][C:30](=[O:39])[CH2:31][N:32]1[C:36](=[O:37])/[C:35](=[CH:17]/[C:15]2[O:16][C:12]([C:8]3[CH:9]=[CH:10][CH:11]=[C:6]([Sn:5]([CH2:1][CH2:2][CH2:3][CH3:4])([CH2:23][CH2:24][CH2:25][CH3:26])[CH2:19][CH2:20][CH2:21][CH3:22])[CH:7]=3)=[CH:13][CH:14]=2)/[NH:34][C:33]1=[S:38])[CH3:28], predict the reactants needed to synthesize it. The reactants are: [CH2:1]([Sn:5]([CH2:23][CH2:24][CH2:25][CH3:26])([CH2:19][CH2:20][CH2:21][CH3:22])[C:6]1[CH:7]=[C:8]([C:12]2[O:16][C:15]([CH:17]=O)=[CH:14][CH:13]=2)[CH:9]=[CH:10][CH:11]=1)[CH2:2][CH2:3][CH3:4].[CH2:27]([O:29][C:30](=[O:39])[CH2:31][N:32]1[C:36](=[O:37])[CH2:35][NH:34][C:33]1=[S:38])[CH3:28].N1CCCCC1. (2) Given the product [N:12]1[S:13][CH:14]=[C:15]2[C:20]([O:21][C:3]3[CH:4]=[CH:5][C:6]([NH2:8])=[CH:7][C:2]=3[Cl:1])=[CH:19][CH:18]=[CH:17][C:16]=12, predict the reactants needed to synthesize it. The reactants are: [Cl:1][C:2]1[CH:7]=[C:6]([N+:8]([O-])=O)[CH:5]=[CH:4][C:3]=1F.[N:12]1[S:13][CH:14]=[C:15]2[C:20]([OH:21])=[CH:19][CH:18]=[CH:17][C:16]=12.C(=O)([O-])[O-].[K+].[K+].O. (3) Given the product [Cl:18][C:17]1[C:12]([N:9]2[CH2:10][CH2:11][C:3]3[C:2]([NH:19][C:20]4[CH:28]=[C:27]5[C:23]([C:24]([CH3:33])([CH3:32])[CH2:25][N:26]5[C:29](=[O:31])[CH3:30])=[CH:22][CH:21]=4)=[N:7][CH:6]=[N:5][C:4]=3[CH2:8]2)=[N:13][CH:14]=[CH:15][CH:16]=1, predict the reactants needed to synthesize it. The reactants are: Cl[C:2]1[C:3]2[CH2:11][CH2:10][N:9]([C:12]3[C:17]([Cl:18])=[CH:16][CH:15]=[CH:14][N:13]=3)[CH2:8][C:4]=2[N:5]=[CH:6][N:7]=1.[NH2:19][C:20]1[CH:28]=[C:27]2[C:23]([C:24]([CH3:33])([CH3:32])[CH2:25][N:26]2[C:29](=[O:31])[CH3:30])=[CH:22][CH:21]=1.C(#N)C.C(=O)(O)[O-].[Na+]. (4) Given the product [CH3:10][C:11]1[CH:16]=[CH:15][C:14]([S:17]([O:9][CH2:8][C:6]2[CH:5]=[CH:4][CH:3]=[C:2]([Br:1])[N:7]=2)(=[O:19])=[O:18])=[CH:13][CH:12]=1, predict the reactants needed to synthesize it. The reactants are: [Br:1][C:2]1[N:7]=[C:6]([CH2:8][OH:9])[CH:5]=[CH:4][CH:3]=1.[CH3:10][C:11]1[CH:16]=[CH:15][C:14]([S:17](Cl)(=[O:19])=[O:18])=[CH:13][CH:12]=1.[NH4+].[Cl-]. (5) Given the product [Br:1][C:2]1[CH:3]=[C:4]([C:7]2([CH3:34])[CH2:15][C:11]3([CH2:14][O:13][CH2:12]3)[S:10][C:9]([NH2:16])=[N:8]2)[S:5][CH:6]=1, predict the reactants needed to synthesize it. The reactants are: [Br:1][C:2]1[CH:3]=[C:4]([C:7]2([CH3:34])[CH2:15][C:11]3([CH2:14][O:13][CH2:12]3)[S:10][C:9]([NH:16]C(=O)OCC3C4C=CC=CC=4C4C3=CC=CC=4)=[N:8]2)[S:5][CH:6]=1.N1CCCCC1. (6) Given the product [CH2:12]([O:19][C:20]1[CH:25]=[CH:24][C:23]([Cl:26])=[CH:22][C:21]=1[C:27]([OH:28])([CH3:29])[CH2:30][N:1]1[CH:5]=[CH:4][N:3]=[CH:2]1)[C:13]1[CH:14]=[CH:15][CH:16]=[CH:17][CH:18]=1, predict the reactants needed to synthesize it. The reactants are: [NH:1]1[CH:5]=[CH:4][N:3]=[CH:2]1.CC(C)([O-])C.[K+].[CH2:12]([O:19][C:20]1[CH:25]=[CH:24][C:23]([Cl:26])=[CH:22][C:21]=1[C:27]1([CH3:30])[CH2:29][O:28]1)[C:13]1[CH:18]=[CH:17][CH:16]=[CH:15][CH:14]=1. (7) Given the product [C:18]([O:22][C:23]([N:25]1[CH2:29][CH2:28][CH2:27][C@@H:26]1[CH2:30][O:1][C:2]1[CH:3]=[CH:4][C:5]([C:6](=[O:7])[C:8]2[CH:13]=[CH:12][CH:11]=[CH:10][CH:9]=2)=[CH:14][CH:15]=1)=[O:24])([CH3:21])([CH3:19])[CH3:20], predict the reactants needed to synthesize it. The reactants are: [OH:1][C:2]1[CH:15]=[CH:14][C:5]([C:6]([C:8]2[CH:13]=[CH:12][CH:11]=[CH:10][CH:9]=2)=[O:7])=[CH:4][CH:3]=1.[H-].[Na+].[C:18]([O:22][C:23]([N:25]1[CH2:29][CH2:28][CH2:27][C@@H:26]1[CH2:30]OS(C1C=CC(C)=CC=1)(=O)=O)=[O:24])([CH3:21])([CH3:20])[CH3:19]. (8) Given the product [CH2:9]([N:8]1[C:4]([NH:3][C:22]2[CH:27]=[CH:26][CH:25]=[CH:24][C:23]=2[N+:28]([O-:30])=[O:29])=[CH:5][C:6]([C:41]([O:40][CH2:39][CH3:38])=[O:31])=[N:7]1)[C:10]1[CH:11]=[CH:12][CH:13]=[CH:14][CH:15]=1, predict the reactants needed to synthesize it. The reactants are: [H-].[Na+].[NH2:3][C:4]1[N:8]([CH2:9][C:10]2[CH:15]=[CH:14][CH:13]=[CH:12][CH:11]=2)[N:7]=[CH:6][C:5]=1C(OCC)=O.F[C:22]1[CH:27]=[CH:26][CH:25]=[CH:24][C:23]=1[N+:28]([O-:30])=[O:29].[OH:31]S([O-])(=O)=O.[K+].C1[CH2:41][O:40][CH2:39][CH2:38]1. (9) Given the product [Cl:40][C:41]1[N:46]=[CH:45][C:44]([S:47]([NH:18][C@@H:16]([C:4]2[N:3]([CH2:1][CH3:2])[C:7]3[CH:8]=[C:9]([C:12]([F:13])([F:14])[F:15])[CH:10]=[CH:11][C:6]=3[N:5]=2)[CH3:17])(=[O:49])=[O:48])=[CH:43][N:42]=1, predict the reactants needed to synthesize it. The reactants are: [CH2:1]([N:3]1[C:7]2[CH:8]=[C:9]([C:12]([F:15])([F:14])[F:13])[CH:10]=[CH:11][C:6]=2[N:5]=[C:4]1[C@H:16]([NH:18]C(=O)OC(C)(C)C)[CH3:17])[CH3:2].Cl.O1CCOCC1.CCN(CC)CC.[Cl:40][C:41]1[N:46]=[CH:45][C:44]([S:47](Cl)(=[O:49])=[O:48])=[CH:43][N:42]=1.